Dataset: Reaction yield outcomes from USPTO patents with 853,638 reactions. Task: Predict the reaction yield, written as a fraction of the theoretical maximum amount of product (1.0 means a 100% yield; for example, 0.34 means a 34% yield). The reactants are C([C@@H]1COC(=O)N1[C:14](=[O:79])[C@@H:15]([CH3:78])[CH2:16][C@H:17]([CH3:77])[C@@H:18]([O:67][CH2:68][C:69]1[CH:74]=[CH:73][C:72]([O:75][CH3:76])=[CH:71][CH:70]=1)[C@@H:19]([CH3:66])[CH:20]=[CH:21][C@@H:22]([O:58][Si:59]([C:62]([CH3:65])([CH3:64])[CH3:63])([CH3:61])[CH3:60])[CH2:23][C@H:24]([O:50][Si:51]([C:54]([CH3:57])([CH3:56])[CH3:55])([CH3:53])[CH3:52])[C@H:25]([CH3:49])[CH:26]=[CH:27][CH2:28][O:29][C:30]([C:43]1[CH:48]=[CH:47][CH:46]=[CH:45][CH:44]=1)([C:37]1[CH:42]=[CH:41][CH:40]=[CH:39][CH:38]=1)[C:31]1[CH:36]=[CH:35][CH:34]=[CH:33][CH:32]=1)C1C=CC=CC=1.CO.[Li+].[BH4-].C(C(C(C([O-])=O)O)O)([O-])=O.[K+].[Na+]. The catalyst is C1COCC1. The product is [C:62]([Si:59]([CH3:60])([CH3:61])[O:58][C@@H:22]([CH2:23][C@H:24]([O:50][Si:51]([C:54]([CH3:55])([CH3:56])[CH3:57])([CH3:52])[CH3:53])[C@H:25]([CH3:49])[CH:26]=[CH:27][CH2:28][O:29][C:30]([C:31]1[CH:32]=[CH:33][CH:34]=[CH:35][CH:36]=1)([C:43]1[CH:48]=[CH:47][CH:46]=[CH:45][CH:44]=1)[C:37]1[CH:42]=[CH:41][CH:40]=[CH:39][CH:38]=1)[CH:21]=[CH:20][C@H:19]([CH3:66])[C@H:18]([O:67][CH2:68][C:69]1[CH:70]=[CH:71][C:72]([O:75][CH3:76])=[CH:73][CH:74]=1)[C@@H:17]([CH3:77])[CH2:16][C@H:15]([CH3:78])[CH2:14][OH:79])([CH3:64])([CH3:65])[CH3:63]. The yield is 0.870.